Dataset: Forward reaction prediction with 1.9M reactions from USPTO patents (1976-2016). Task: Predict the product of the given reaction. Given the reactants [NH2:1][C:2]1[C:3]([C:22]2[CH:27]=[CH:26][C:25]([Cl:28])=[CH:24][C:23]=2[Cl:29])=[N:4][C:5]([NH:8][CH2:9][CH2:10][NH:11][C:12]2[CH:17]=[CH:16][C:15]([N+:18]([O-:20])=[O:19])=[C:14]([NH2:21])[N:13]=2)=[N:6][CH:7]=1.[CH3:30][N:31]([CH2:36][C:37](O)=[O:38])[CH2:32][C:33](O)=[O:34].CN(C(ON1N=NC2C=CC=CC1=2)=[N+](C)C)C.F[P-](F)(F)(F)(F)F.C(N(CC)C(C)C)(C)C, predict the reaction product. The product is: [NH2:21][C:14]1[N:13]=[C:12]([NH:11][CH2:10][CH2:9][NH:8][C:5]2[N:4]=[C:3]([C:22]3[CH:27]=[CH:26][C:25]([Cl:28])=[CH:24][C:23]=3[Cl:29])[C:2]([N:1]3[C:37](=[O:38])[CH2:36][N:31]([CH3:30])[CH2:32][C:33]3=[O:34])=[CH:7][N:6]=2)[CH:17]=[CH:16][C:15]=1[N+:18]([O-:20])=[O:19].